The task is: Binary classification across 12 toxicity assays.. This data is from Tox21: 12 toxicity assays (nuclear receptors and stress response pathways). (1) The compound is CC(C)(C)NCC(O)CSc1nc(-c2ccc(C(N)=O)s2)cs1. It tested positive (active) for: SR-MMP (Mitochondrial Membrane Potential disruption). (2) It tested positive (active) for: NR-AhR (Aryl hydrocarbon Receptor agonist activity), and NR-ER (Estrogen Receptor agonist activity). The compound is CCCCN(CCCC)CC(O)c1cc(Cl)cc2c1-c1ccc(Cl)cc1/C2=C/c1ccc(Cl)cc1.